This data is from Catalyst prediction with 721,799 reactions and 888 catalyst types from USPTO. The task is: Predict which catalyst facilitates the given reaction. (1) The catalyst class is: 15. Reactant: [Br:1][C:2]1[CH:3]=[C:4]2[C:8](=[CH:9][CH:10]=1)[NH:7][CH2:6][CH2:5]2.[CH2:11]1[CH:19]2[N:14]([CH2:15][CH2:16][C:17](=O)[CH2:18]2)[CH2:13][CH2:12]1.[BH-](OC(C)=O)(OC(C)=O)OC(C)=O.[Na+]. Product: [Br:1][C:2]1[CH:3]=[C:4]2[C:8](=[CH:9][CH:10]=1)[N:7]([CH:17]1[CH2:18][CH:19]3[N:14]([CH2:13][CH2:12][CH2:11]3)[CH2:15][CH2:16]1)[CH2:6][CH2:5]2. (2) Reactant: [CH2:1]([O:8][C:9]1[CH:27]=[C:26]([O:28][CH2:29][C:30]2[CH:35]=[CH:34][CH:33]=[CH:32][CH:31]=2)[C:25]([CH:36]([CH3:38])[CH3:37])=[CH:24][C:10]=1[C:11]([N:13]1[CH2:21][C:20]2[C:15](=[CH:16][CH:17]=[C:18]([CH:22]=O)[CH:19]=2)[CH2:14]1)=[O:12])[C:2]1[CH:7]=[CH:6][CH:5]=[CH:4][CH:3]=1.[CH3:39][N:40]1[CH2:45][CH2:44][NH:43][CH2:42][CH2:41]1.CC(O)=O.[BH-](OC(C)=O)(OC(C)=O)OC(C)=O.[Na+]. Product: [CH2:1]([O:8][C:9]1[CH:27]=[C:26]([O:28][CH2:29][C:30]2[CH:31]=[CH:32][CH:33]=[CH:34][CH:35]=2)[C:25]([CH:36]([CH3:38])[CH3:37])=[CH:24][C:10]=1[C:11]([N:13]1[CH2:21][C:20]2[C:15](=[CH:16][CH:17]=[C:18]([CH2:22][N:43]3[CH2:44][CH2:45][N:40]([CH3:39])[CH2:41][CH2:42]3)[CH:19]=2)[CH2:14]1)=[O:12])[C:2]1[CH:3]=[CH:4][CH:5]=[CH:6][CH:7]=1. The catalyst class is: 2.